Regression. Given two drug SMILES strings and cell line genomic features, predict the synergy score measuring deviation from expected non-interaction effect. From a dataset of NCI-60 drug combinations with 297,098 pairs across 59 cell lines. (1) Synergy scores: CSS=8.23, Synergy_ZIP=0.198, Synergy_Bliss=2.65, Synergy_Loewe=-2.21, Synergy_HSA=0.414. Cell line: SW-620. Drug 2: COC1=C2C(=CC3=C1OC=C3)C=CC(=O)O2. Drug 1: CCC(=C(C1=CC=CC=C1)C2=CC=C(C=C2)OCCN(C)C)C3=CC=CC=C3.C(C(=O)O)C(CC(=O)O)(C(=O)O)O. (2) Drug 1: CC1=C2C(C(=O)C3(C(CC4C(C3C(C(C2(C)C)(CC1OC(=O)C(C(C5=CC=CC=C5)NC(=O)OC(C)(C)C)O)O)OC(=O)C6=CC=CC=C6)(CO4)OC(=O)C)OC)C)OC. Drug 2: C(CN)CNCCSP(=O)(O)O. Cell line: NCIH23. Synergy scores: CSS=51.5, Synergy_ZIP=0.932, Synergy_Bliss=-0.317, Synergy_Loewe=-48.7, Synergy_HSA=-0.313. (3) Drug 1: CCC1(C2=C(COC1=O)C(=O)N3CC4=CC5=C(C=CC(=C5CN(C)C)O)N=C4C3=C2)O.Cl. Drug 2: CC1C(C(CC(O1)OC2CC(CC3=C2C(=C4C(=C3O)C(=O)C5=CC=CC=C5C4=O)O)(C(=O)C)O)N)O. Cell line: COLO 205. Synergy scores: CSS=64.1, Synergy_ZIP=-8.24, Synergy_Bliss=-12.1, Synergy_Loewe=-8.47, Synergy_HSA=-7.29. (4) Drug 1: CCC1(CC2CC(C3=C(CCN(C2)C1)C4=CC=CC=C4N3)(C5=C(C=C6C(=C5)C78CCN9C7C(C=CC9)(C(C(C8N6C)(C(=O)OC)O)OC(=O)C)CC)OC)C(=O)OC)O.OS(=O)(=O)O. Drug 2: C1=CN(C=N1)CC(O)(P(=O)(O)O)P(=O)(O)O. Cell line: OVCAR-4. Synergy scores: CSS=2.02, Synergy_ZIP=-1.10, Synergy_Bliss=-1.95, Synergy_Loewe=0.744, Synergy_HSA=-1.01. (5) Drug 1: C1CN1C2=NC(=NC(=N2)N3CC3)N4CC4. Drug 2: CC1=C(N=C(N=C1N)C(CC(=O)N)NCC(C(=O)N)N)C(=O)NC(C(C2=CN=CN2)OC3C(C(C(C(O3)CO)O)O)OC4C(C(C(C(O4)CO)O)OC(=O)N)O)C(=O)NC(C)C(C(C)C(=O)NC(C(C)O)C(=O)NCCC5=NC(=CS5)C6=NC(=CS6)C(=O)NCCC[S+](C)C)O. Cell line: MALME-3M. Synergy scores: CSS=7.11, Synergy_ZIP=-4.89, Synergy_Bliss=-0.246, Synergy_Loewe=-2.80, Synergy_HSA=0.316. (6) Drug 1: CN(C)C1=NC(=NC(=N1)N(C)C)N(C)C. Drug 2: C1=CC(=CC=C1CC(C(=O)O)N)N(CCCl)CCCl.Cl. Cell line: IGROV1. Synergy scores: CSS=33.7, Synergy_ZIP=7.03, Synergy_Bliss=14.7, Synergy_Loewe=-1.24, Synergy_HSA=15.2. (7) Drug 1: CN1C(=O)N2C=NC(=C2N=N1)C(=O)N. Drug 2: CC(C)CN1C=NC2=C1C3=CC=CC=C3N=C2N. Cell line: HOP-92. Synergy scores: CSS=-0.622, Synergy_ZIP=0.429, Synergy_Bliss=-3.05, Synergy_Loewe=-4.54, Synergy_HSA=-4.02.